From a dataset of Reaction yield outcomes from USPTO patents with 853,638 reactions. Predict the reaction yield, written as a fraction of the theoretical maximum amount of product (1.0 means a 100% yield; for example, 0.34 means a 34% yield). (1) The reactants are F[C:2]1[CH:7]=[C:6]([C:8]2[CH:37]=[CH:36][C:11]3[N:12]([C:15]4[S:19][C:18]([C:20]([NH2:22])=[O:21])=[C:17]([O:23][C@@H:24]([C:26]5[CH:31]=[CH:30][CH:29]=[CH:28][C:27]=5[C:32]([F:35])([F:34])[F:33])[CH3:25])[CH:16]=4)[CH:13]=[N:14][C:10]=3[CH:9]=2)[CH:5]=[CH:4][N:3]=1.[CH3:38][N:39]1[CH2:44][CH2:43][NH:42][CH2:41][CH2:40]1.C(O)C. The catalyst is C(Cl)Cl. The product is [CH3:38][N:39]1[CH2:44][CH2:43][N:42]([C:2]2[CH:7]=[C:6]([C:8]3[CH:37]=[CH:36][C:11]4[N:12]([C:15]5[S:19][C:18]([C:20]([NH2:22])=[O:21])=[C:17]([O:23][C@@H:24]([C:26]6[CH:31]=[CH:30][CH:29]=[CH:28][C:27]=6[C:32]([F:33])([F:35])[F:34])[CH3:25])[CH:16]=5)[CH:13]=[N:14][C:10]=4[CH:9]=3)[CH:5]=[CH:4][N:3]=2)[CH2:41][CH2:40]1. The yield is 0.710. (2) The reactants are CC1(CO)C[O:4]C1.C(Br)[C:9]1[CH:14]=CC=CC=1.C[C:17]([CH3:20])([O-:19])C.[K+].[C:22]1([OH:28])[CH:27]=[CH:26][CH:25]=[CH:24][CH:23]=1.C1(N=C=NC2CCCCC2)CCCCC1. The catalyst is C1COCC1.C(OCC)(=O)C. The product is [OH:28][C:22]1[CH:27]=[CH:26][C:25]([CH:14]([CH3:9])[CH2:20][C:17]([OH:4])=[O:19])=[CH:24][CH:23]=1. The yield is 0.240. (3) The reactants are [Cl:1][C:2]1[C:7]([CH2:8][CH:9]=[O:10])=[C:6]([Cl:11])[N:5]=[CH:4][N:3]=1.[BH4-].[Na+]. The catalyst is CO. The product is [Cl:11][C:6]1[C:7]([CH2:8][CH2:9][OH:10])=[C:2]([Cl:1])[N:3]=[CH:4][N:5]=1. The yield is 0.630.